From a dataset of Catalyst prediction with 721,799 reactions and 888 catalyst types from USPTO. Predict which catalyst facilitates the given reaction. (1) Reactant: [S:1]1[C:5]([C:6]2[CH:7]=[C:8]([NH:23][C:24](=[O:26])[CH3:25])[CH:9]=[C:10]([NH:12][C:13]3[N:18]=[C:17]([C:19]([F:22])([F:21])[F:20])[CH:16]=[CH:15][N:14]=3)[CH:11]=2)=[CH:4][N:3]=[CH:2]1.[Li+].CC([N-]C(C)C)C.[Li]CCCC.C(NC(C)C)(C)C.C1C(=O)N([Br:54])C(=O)C1. Product: [Br:54][C:2]1[S:1][C:5]([C:6]2[CH:7]=[C:8]([NH:23][C:24](=[O:26])[CH3:25])[CH:9]=[C:10]([NH:12][C:13]3[N:18]=[C:17]([C:19]([F:20])([F:21])[F:22])[CH:16]=[CH:15][N:14]=3)[CH:11]=2)=[CH:4][N:3]=1. The catalyst class is: 1. (2) Reactant: C(OC(=O)[NH:7][CH2:8][CH2:9][CH2:10][N:11]([CH3:34])[CH2:12][CH2:13][CH2:14][NH:15][C:16]1[C:25]2[C:20](=[CH:21][CH:22]=[CH:23][CH:24]=2)[N:19]([CH3:26])[C:18]2=[C:27]3[C:32](=[N:33][C:17]=12)[CH:31]=[CH:30][CH:29]=[CH:28]3)(C)(C)C.FC(F)(F)C(O)=O. Product: [CH3:34][N:11]([CH2:12][CH2:13][CH2:14][NH:15][C:16]1[C:25]2[C:20](=[CH:21][CH:22]=[CH:23][CH:24]=2)[N:19]([CH3:26])[C:18]2=[C:27]3[C:32](=[N:33][C:17]=12)[CH:31]=[CH:30][CH:29]=[CH:28]3)[CH2:10][CH2:9][CH2:8][NH2:7]. The catalyst class is: 2. (3) Product: [CH:13]([CH:11]1[CH2:12][C:10]1([C:4]1[CH:9]=[CH:8][CH:7]=[CH:6][CH:5]=1)[C:21]([O:23][CH3:24])=[O:22])=[O:1]. Reactant: [O:1]=[O+][O-].[C:4]1([C:10]2([C:21]([O:23][CH3:24])=[O:22])[CH2:12][CH:11]2/[CH:13]=C/C2C=CC=CC=2)[CH:9]=[CH:8][CH:7]=[CH:6][CH:5]=1.C1C=CC(P(C2C=CC=CC=2)C2C=CC=CC=2)=CC=1. The catalyst class is: 2.